From a dataset of Full USPTO retrosynthesis dataset with 1.9M reactions from patents (1976-2016). Predict the reactants needed to synthesize the given product. (1) Given the product [Cl:13][CH2:14][CH2:15][CH2:16][NH:17][C:18]([NH:1][C:2]1[C:11]2[C:6](=[CH:7][CH:8]=[CH:9][CH:10]=2)[N:5]=[C:4]([CH3:12])[CH:3]=1)=[O:19], predict the reactants needed to synthesize it. The reactants are: [NH2:1][C:2]1[C:11]2[C:6](=[CH:7][CH:8]=[CH:9][CH:10]=2)[N:5]=[C:4]([CH3:12])[CH:3]=1.[Cl:13][CH2:14][CH2:15][CH2:16][N:17]=[C:18]=[O:19].ClCCNC(NC1C2C(=CC=CC=2)N=C(C)C=1)=O.C(C1(O)CCN(CCCNC(NC2C3C(=CC=CC=3)N=C(C)C=2)=O)CC1)C1C=CC=CC=1. (2) Given the product [C:12]1([C:10]2[N:1]=[C:2]3[CH:7]=[CH:6][CH:5]=[CH:4][N:3]3[CH:9]=2)[CH:17]=[CH:16][CH:15]=[CH:14][CH:13]=1, predict the reactants needed to synthesize it. The reactants are: [NH2:1][C:2]1[CH:7]=[CH:6][CH:5]=[CH:4][N:3]=1.Br[CH2:9][C:10]([C:12]1[CH:17]=[CH:16][CH:15]=[CH:14][CH:13]=1)=O.C(=O)([O-])O.[Na+].C(O)C. (3) Given the product [CH3:23][N:12]([CH2:11][C:9]1[N:10]=[C:6]2[CH:5]=[CH:4][CH:3]=[C:2]([N:25]([CH3:24])[CH:26]3[CH2:27][CH2:28][N:29]([CH3:31])[CH2:30]3)[N:7]2[CH:8]=1)[CH:13]1[C:22]2[N:21]=[CH:20][CH:19]=[CH:18][C:17]=2[CH2:16][CH2:15][CH2:14]1, predict the reactants needed to synthesize it. The reactants are: F[C:2]1[N:7]2[CH:8]=[C:9]([CH2:11][N:12]([CH3:23])[CH:13]3[C:22]4[N:21]=[CH:20][CH:19]=[CH:18][C:17]=4[CH2:16][CH2:15][CH2:14]3)[N:10]=[C:6]2[CH:5]=[CH:4][CH:3]=1.[CH3:24][NH:25][CH:26]1[CH2:30][N:29]([CH3:31])[CH2:28][CH2:27]1.